Dataset: Forward reaction prediction with 1.9M reactions from USPTO patents (1976-2016). Task: Predict the product of the given reaction. Given the reactants Cl.Cl.[O:3]1[C:7]2[CH:8]=[CH:9][CH:10]=[C:11]([CH:12]3[CH2:17][CH2:16][N:15]([CH2:18][CH2:19][C@H:20]4[CH2:25][CH2:24][C@H:23]([NH2:26])[CH2:22][CH2:21]4)[CH2:14][CH2:13]3)[C:6]=2[CH2:5][CH2:4]1.[N:27]1[C:36]2[C:31](=[CH:32][C:33]([C:37](O)=[O:38])=[CH:34][CH:35]=2)[CH:30]=[CH:29][CH:28]=1, predict the reaction product. The product is: [O:3]1[C:7]2[CH:8]=[CH:9][CH:10]=[C:11]([CH:12]3[CH2:17][CH2:16][N:15]([CH2:18][CH2:19][C@H:20]4[CH2:21][CH2:22][C@H:23]([NH:26][C:37]([C:33]5[CH:32]=[C:31]6[C:36](=[CH:35][CH:34]=5)[N:27]=[CH:28][CH:29]=[CH:30]6)=[O:38])[CH2:24][CH2:25]4)[CH2:14][CH2:13]3)[C:6]=2[CH2:5][CH2:4]1.